Dataset: Forward reaction prediction with 1.9M reactions from USPTO patents (1976-2016). Task: Predict the product of the given reaction. Given the reactants [CH:1]1([CH2:5][C:6]2[CH:15]=[CH:14][C:9]([C:10]([O:12][CH3:13])=[O:11])=[C:8]([CH3:16])[CH:7]=2)[CH2:4][CH2:3][CH2:2]1.[I:17]I.S(=O)(=O)(O)O, predict the reaction product. The product is: [CH:1]1([CH2:5][C:6]2[C:15]([I:17])=[CH:14][C:9]([C:10]([O:12][CH3:13])=[O:11])=[C:8]([CH3:16])[CH:7]=2)[CH2:4][CH2:3][CH2:2]1.